From a dataset of Forward reaction prediction with 1.9M reactions from USPTO patents (1976-2016). Predict the product of the given reaction. (1) Given the reactants [F:1][C:2]1[CH:7]=[CH:6][CH:5]=[CH:4][C:3]=1[C:8]1[N:12]([S:13]([C:16]2[CH:21]=[CH:20][CH:19]=[CH:18][C:17]=2[F:22])(=[O:15])=[O:14])[CH:11]=[C:10]([CH:23]=O)[CH:9]=1.CO.[CH3:27][NH2:28].[BH4-].[Na+].[ClH:31].C(=O)([O-])O.[Na+], predict the reaction product. The product is: [ClH:31].[F:1][C:2]1[CH:7]=[CH:6][CH:5]=[CH:4][C:3]=1[C:8]1[N:12]([S:13]([C:16]2[CH:21]=[CH:20][CH:19]=[CH:18][C:17]=2[F:22])(=[O:15])=[O:14])[CH:11]=[C:10]([CH2:23][NH:28][CH3:27])[CH:9]=1. (2) Given the reactants [Cl:1][C:2]1[CH:3]=[C:4]([CH:8]=[C:9]([C:11]([F:14])([F:13])[F:12])[CH:10]=1)[C:5](O)=[O:6].S(Cl)(Cl)=O, predict the reaction product. The product is: [Cl:1][C:2]1[CH:3]=[C:4]([CH2:5][OH:6])[CH:8]=[C:9]([C:11]([F:13])([F:14])[F:12])[CH:10]=1. (3) The product is: [Br:2][C:3]1[CH:4]=[C:5]2[C:10]([NH:11][C@H:12]3[C@@H:16]([O:17][CH3:18])[CH2:15][N:14]([C:28]([C:25]4([C:23]#[N:24])[CH2:27][CH2:26]4)=[O:29])[CH2:13]3)=[C:9]([C:19]([NH2:21])=[O:20])[CH:8]=[N:7][N:6]2[CH:22]=1. Given the reactants I.[Br:2][C:3]1[CH:4]=[C:5]2[C:10]([NH:11][C@H:12]3[C@@H:16]([O:17][CH3:18])[CH2:15][NH:14][CH2:13]3)=[C:9]([C:19]([NH2:21])=[O:20])[CH:8]=[N:7][N:6]2[CH:22]=1.[C:23]([C:25]1([C:28](O)=[O:29])[CH2:27][CH2:26]1)#[N:24].F[P-](F)(F)(F)(F)F.N1(O[P+](N(C)C)(N(C)C)N(C)C)C2C=CC=CC=2N=N1.CCN(C(C)C)C(C)C, predict the reaction product. (4) Given the reactants [C:1]([O:4][CH2:5][C:6]1[C:11]([N:12]2[CH2:24][CH2:23][N:15]3[C:16]4[CH2:17][CH2:18][CH2:19][CH2:20][C:21]=4[CH:22]=[C:14]3[C:13]2=[O:25])=[CH:10][C:9]([F:26])=[CH:8][C:7]=1B1OC(C)(C)C(C)(C)O1)(=[O:3])[CH3:2].Br[C:37]1[CH:38]=[C:39]([NH:45][C:46]2[N:47]=[N:48][C:49]([N:52]3[CH2:57][CH2:56][N:55]([CH:58]4[CH2:61][O:60][CH2:59]4)[CH2:54][CH2:53]3)=[CH:50][CH:51]=2)[C:40](=[O:44])[N:41]([CH3:43])[CH:42]=1, predict the reaction product. The product is: [C:1]([O:4][CH2:5][C:6]1[C:11]([N:12]2[CH2:24][CH2:23][N:15]3[C:16]4[CH2:17][CH2:18][CH2:19][CH2:20][C:21]=4[CH:22]=[C:14]3[C:13]2=[O:25])=[CH:10][C:9]([F:26])=[CH:8][C:7]=1[C:37]1[CH:38]=[C:39]([NH:45][C:46]2[N:47]=[N:48][C:49]([N:52]3[CH2:57][CH2:56][N:55]([CH:58]4[CH2:61][O:60][CH2:59]4)[CH2:54][CH2:53]3)=[CH:50][CH:51]=2)[C:40](=[O:44])[N:41]([CH3:43])[CH:42]=1)(=[O:3])[CH3:2].